From a dataset of NCI-60 drug combinations with 297,098 pairs across 59 cell lines. Regression. Given two drug SMILES strings and cell line genomic features, predict the synergy score measuring deviation from expected non-interaction effect. (1) Drug 1: C1=CC=C(C(=C1)C(C2=CC=C(C=C2)Cl)C(Cl)Cl)Cl. Drug 2: C#CCC(CC1=CN=C2C(=N1)C(=NC(=N2)N)N)C3=CC=C(C=C3)C(=O)NC(CCC(=O)O)C(=O)O. Cell line: MOLT-4. Synergy scores: CSS=-3.67, Synergy_ZIP=0.882, Synergy_Bliss=-1.04, Synergy_Loewe=-2.48, Synergy_HSA=-2.63. (2) Drug 1: CNC(=O)C1=CC=CC=C1SC2=CC3=C(C=C2)C(=NN3)C=CC4=CC=CC=N4. Drug 2: C1CN1P(=S)(N2CC2)N3CC3. Cell line: A498. Synergy scores: CSS=6.08, Synergy_ZIP=-4.55, Synergy_Bliss=-4.11, Synergy_Loewe=-4.62, Synergy_HSA=-3.05. (3) Drug 1: C1=CC(=CC=C1CCC2=CNC3=C2C(=O)NC(=N3)N)C(=O)NC(CCC(=O)O)C(=O)O. Drug 2: COC1=CC(=CC(=C1O)OC)C2C3C(COC3=O)C(C4=CC5=C(C=C24)OCO5)OC6C(C(C7C(O6)COC(O7)C8=CC=CS8)O)O. Cell line: MOLT-4. Synergy scores: CSS=90.1, Synergy_ZIP=0.603, Synergy_Bliss=-0.281, Synergy_Loewe=-0.131, Synergy_HSA=1.67. (4) Drug 1: CCC1=CC2CC(C3=C(CN(C2)C1)C4=CC=CC=C4N3)(C5=C(C=C6C(=C5)C78CCN9C7C(C=CC9)(C(C(C8N6C)(C(=O)OC)O)OC(=O)C)CC)OC)C(=O)OC.C(C(C(=O)O)O)(C(=O)O)O. Drug 2: C1=NC2=C(N=C(N=C2N1C3C(C(C(O3)CO)O)O)F)N. Cell line: A549. Synergy scores: CSS=21.6, Synergy_ZIP=-1.49, Synergy_Bliss=-3.21, Synergy_Loewe=-33.6, Synergy_HSA=-3.56. (5) Cell line: U251. Synergy scores: CSS=18.7, Synergy_ZIP=-3.11, Synergy_Bliss=-6.26, Synergy_Loewe=-19.9, Synergy_HSA=-4.29. Drug 2: CC1=C2C(C(=O)C3(C(CC4C(C3C(C(C2(C)C)(CC1OC(=O)C(C(C5=CC=CC=C5)NC(=O)OC(C)(C)C)O)O)OC(=O)C6=CC=CC=C6)(CO4)OC(=O)C)O)C)O. Drug 1: CCC1(CC2CC(C3=C(CCN(C2)C1)C4=CC=CC=C4N3)(C5=C(C=C6C(=C5)C78CCN9C7C(C=CC9)(C(C(C8N6C=O)(C(=O)OC)O)OC(=O)C)CC)OC)C(=O)OC)O.OS(=O)(=O)O.